Predict which catalyst facilitates the given reaction. From a dataset of Catalyst prediction with 721,799 reactions and 888 catalyst types from USPTO. (1) Reactant: [CH3:1][O:2][C:3]1[CH:8]=[CH:7][C:6]([N:9]2[CH2:14][CH2:13][N:12]([C:15]3[CH:20]=[CH:19][C:18]([NH:21][C:22]([N:24]([CH2:28][CH2:29]C)[CH2:25][CH2:26]O)=[O:23])=[CH:17][CH:16]=3)[CH2:11][CH2:10]2)=[CH:5][CH:4]=1.[CH3:31]C(C)([O-])C.[K+].C1(C)C=CC(S(Cl)(=O)=O)=CC=1.O. Product: [CH3:1][O:2][C:3]1[CH:8]=[CH:7][C:6]([N:9]2[CH2:14][CH2:13][N:12]([C:15]3[CH:20]=[CH:19][C:18]([N:21]4[CH2:29][CH2:28][N:24]([CH:25]([CH3:26])[CH3:31])[C:22]4=[O:23])=[CH:17][CH:16]=3)[CH2:11][CH2:10]2)=[CH:5][CH:4]=1. The catalyst class is: 7. (2) Reactant: Br[CH2:2][C:3]1[CH:11]=[CH:10][C:6]([C:7]([OH:9])=[O:8])=[CH:5][C:4]=1[N+:12]([O-:14])=[O:13].[CH3:15][S:16]([O-:18])=[O:17].[Na+]. Product: [CH3:15][S:16]([CH2:2][C:3]1[CH:11]=[CH:10][C:6]([C:7]([OH:9])=[O:8])=[CH:5][C:4]=1[N+:12]([O-:14])=[O:13])(=[O:18])=[O:17]. The catalyst class is: 3. (3) Product: [CH2:1]([O:8][C:9]1[CH:10]=[C:11]([CH:14]=[CH:15][CH:16]=1)[CH2:12][N:28]1[CH2:27][CH2:26][N:25]([C:23]([O:22][C:18]([CH3:21])([CH3:20])[CH3:19])=[O:24])[CH2:30][CH2:29]1)[C:2]1[CH:7]=[CH:6][CH:5]=[CH:4][CH:3]=1. The catalyst class is: 559. Reactant: [CH2:1]([O:8][C:9]1[CH:10]=[C:11]([CH:14]=[CH:15][CH:16]=1)[CH:12]=O)[C:2]1[CH:7]=[CH:6][CH:5]=[CH:4][CH:3]=1.Cl.[C:18]([O:22][C:23]([N:25]1[CH2:30][CH2:29][NH:28][CH2:27][CH2:26]1)=[O:24])([CH3:21])([CH3:20])[CH3:19].[BH-](OC(C)=O)(OC(C)=O)OC(C)=O.[Na+].[OH-].[Na+]. (4) Reactant: [F:1][C:2]([F:18])([S:9]([C:12]1[CH:17]=[CH:16][CH:15]=[CH:14][CH:13]=1)(=[O:11])=[O:10])[C:3]([CH3:8])([OH:7])[CH2:4][CH2:5][OH:6].CCN(CC)CC.[CH3:26][C:27]1[CH:32]=[CH:31][C:30]([S:33](Cl)(=[O:35])=[O:34])=[CH:29][CH:28]=1. Product: [CH3:26][C:27]1[CH:32]=[CH:31][C:30]([S:33]([O:6][CH2:5][CH2:4][C:3]([OH:7])([CH3:8])[C:2]([F:1])([F:18])[S:9]([C:12]2[CH:17]=[CH:16][CH:15]=[CH:14][CH:13]=2)(=[O:10])=[O:11])(=[O:35])=[O:34])=[CH:29][CH:28]=1. The catalyst class is: 2. (5) Reactant: [Br:1][CH2:2][C:3]1[CH:4]=[C:5]([CH:10]=[CH:11][CH:12]=1)[C:6]([O:8][CH3:9])=[O:7].[C:13]1([P:19]([C:26]2[CH:31]=[CH:30][CH:29]=[CH:28][CH:27]=2)[C:20]2[CH:25]=[CH:24][CH:23]=[CH:22][CH:21]=2)[CH:18]=[CH:17][CH:16]=[CH:15][CH:14]=1. Product: [Br-:1].[CH3:9][O:8][C:6]([C:5]1[CH:4]=[C:3]([CH:12]=[CH:11][CH:10]=1)[CH2:2][P+:19]([C:20]1[CH:21]=[CH:22][CH:23]=[CH:24][CH:25]=1)([C:26]1[CH:31]=[CH:30][CH:29]=[CH:28][CH:27]=1)[C:13]1[CH:14]=[CH:15][CH:16]=[CH:17][CH:18]=1)=[O:7]. The catalyst class is: 11. (6) Reactant: [F:1][C:2]([F:12])([F:11])[C:3]1[CH:4]=[C:5]([CH:7]=[CH:8][C:9]=1[Cl:10])[NH2:6].N1C=CC=CC=1.Cl[C:20]([O:22][C:23]1[CH:28]=[CH:27][CH:26]=[CH:25][CH:24]=1)=[O:21].CCCCCC. Product: [Cl:10][C:9]1[CH:8]=[CH:7][C:5]([NH:6][C:20](=[O:21])[O:22][C:23]2[CH:28]=[CH:27][CH:26]=[CH:25][CH:24]=2)=[CH:4][C:3]=1[C:2]([F:1])([F:11])[F:12]. The catalyst class is: 4. (7) Reactant: [CH:1]1([C:4]2[C:5]([C:13](OC(C)(C)C)=[O:14])=[CH:6][C:7]3[N:8]([CH:10]=[N:11][N:12]=3)[CH:9]=2)[CH2:3][CH2:2]1.FC(F)(F)S(O)(=O)=O.C(C1NC=CN=1)(C1NC=CN=1)=O.[BH4-].[Na+].Cl.[OH-].[Na+]. Product: [CH:1]1([C:4]2[C:5]([CH2:13][OH:14])=[CH:6][C:7]3[N:8]([CH:10]=[N:11][N:12]=3)[CH:9]=2)[CH2:3][CH2:2]1. The catalyst class is: 489.